Dataset: Full USPTO retrosynthesis dataset with 1.9M reactions from patents (1976-2016). Task: Predict the reactants needed to synthesize the given product. (1) Given the product [CH2:27]([C:28]1[NH:18][C:16]([NH:15][C:5]2[CH:6]=[CH:7][C:8]([N:9]3[CH:13]=[C:12]([CH3:14])[N:11]=[CH:10]3)=[C:3]([O:2][CH3:1])[CH:4]=2)=[N:31][N:30]=1)[C:21]1[CH:26]=[CH:25][CH:24]=[CH:23][CH:22]=1, predict the reactants needed to synthesize it. The reactants are: [CH3:1][O:2][C:3]1[CH:4]=[C:5]([NH:15][C:16]([NH2:18])=S)[CH:6]=[CH:7][C:8]=1[N:9]1[CH:13]=[C:12]([CH3:14])[N:11]=[CH:10]1.IC.[C:21]1([CH2:27][C:28]([NH:30][NH2:31])=O)[CH:26]=[CH:25][CH:24]=[CH:23][CH:22]=1.[OH-].[Na+].Cl. (2) Given the product [CH3:18][N:16]([CH3:17])[C:13]1[CH:12]=[CH:11][C:10]([C:9]2[NH:8][C:7](=[O:19])[C:6]([C:20]([O:22][CH2:23][C:24]3[CH:25]=[CH:26][CH:27]=[CH:28][CH:29]=3)=[O:21])=[C:5]([OH:30])[C:4]=2[CH2:1][CH:2]=[O:39])=[CH:15][CH:14]=1, predict the reactants needed to synthesize it. The reactants are: [CH2:1]([C:4]1[C:5]([OH:30])=[C:6]([C:20]([O:22][CH2:23][C:24]2[CH:29]=[CH:28][CH:27]=[CH:26][CH:25]=2)=[O:21])[C:7](=[O:19])[NH:8][C:9]=1[C:10]1[CH:15]=[CH:14][C:13]([N:16]([CH3:18])[CH3:17])=[CH:12][CH:11]=1)[CH:2]=C.N1C(C)=CC=CC=1C.[O:39]1CCOCC1.O. (3) Given the product [CH3:43][O:44][C:45](=[O:50])[CH:46]([NH:47][C:16](=[O:18])[CH2:15][C:11]1[CH:12]=[CH:13][CH:14]=[C:9]([C:4]2([CH3:3])[O:5][CH2:6][CH2:7][O:8]2)[CH:10]=1)[CH2:48][OH:49], predict the reactants needed to synthesize it. The reactants are: N#N.[CH3:3][C:4]1([C:9]2[CH:10]=[C:11]([CH2:15][C:16]([OH:18])=O)[CH:12]=[CH:13][CH:14]=2)[O:8][CH2:7][CH2:6][O:5]1.C1C=CC2N(O)N=NC=2C=1.C(Cl)CCl.CCN(C(C)C)C(C)C.Cl.[CH3:43][O:44][C:45](=[O:50])[C@H:46]([CH2:48][OH:49])[NH2:47].